This data is from Reaction yield outcomes from USPTO patents with 853,638 reactions. The task is: Predict the reaction yield, written as a fraction of the theoretical maximum amount of product (1.0 means a 100% yield; for example, 0.34 means a 34% yield). (1) No catalyst specified. The reactants are [CH3:1][C:2]1[CH:7]=[CH:6][C:5]([C:8]2[CH:13]=[C:12]([N+:14]([O-:16])=[O:15])[CH:11]=[C:10]([C:17]([OH:19])=[O:18])[CH:9]=2)=[CH:4][CH:3]=1.O=S(Cl)Cl.[CH3:24]O. The yield is 0.920. The product is [CH3:24][O:18][C:17]([C:10]1[CH:9]=[C:8]([C:5]2[CH:6]=[CH:7][C:2]([CH3:1])=[CH:3][CH:4]=2)[CH:13]=[C:12]([N+:14]([O-:16])=[O:15])[CH:11]=1)=[O:19]. (2) The reactants are FC(F)(F)S(O[C:7]1[N:8]=[C:9]([C:12]2[CH:17]=[CH:16][CH:15]=[C:14]([O:18][CH3:19])[CH:13]=2)[O:10][CH:11]=1)(=O)=O.C[Sn](C)(C)[C:24]1[CH:29]=[CH:28][C:27]([NH:30][C:31](=[O:37])[O:32][C:33]([CH3:36])([CH3:35])[CH3:34])=[CH:26][CH:25]=1.[Li+].[Cl-]. The yield is 0.730. The catalyst is O1CCOCC1.C1C=CC([P]([Pd]([P](C2C=CC=CC=2)(C2C=CC=CC=2)C2C=CC=CC=2)([P](C2C=CC=CC=2)(C2C=CC=CC=2)C2C=CC=CC=2)[P](C2C=CC=CC=2)(C2C=CC=CC=2)C2C=CC=CC=2)(C2C=CC=CC=2)C2C=CC=CC=2)=CC=1. The product is [CH3:19][O:18][C:14]1[CH:13]=[C:12]([C:9]2[O:10][CH:11]=[C:7]([C:24]3[CH:25]=[CH:26][C:27]([NH:30][C:31](=[O:37])[O:32][C:33]([CH3:35])([CH3:34])[CH3:36])=[CH:28][CH:29]=3)[N:8]=2)[CH:17]=[CH:16][CH:15]=1. (3) The reactants are C[O:2][C:3]([C:5]1[CH:21]=[CH:20][C:8]2[C:9]([CH2:13][C:14]3[CH:19]=[CH:18][CH:17]=[CH:16][CH:15]=3)([CH3:12])[CH2:10][O:11][C:7]=2[CH:6]=1)=[O:4].[OH-].[Na+].C(O)C.Cl. The catalyst is O1CCCC1.O. The product is [CH2:13]([C:9]1([CH3:12])[C:8]2[CH:20]=[CH:21][C:5]([C:3]([OH:4])=[O:2])=[CH:6][C:7]=2[O:11][CH2:10]1)[C:14]1[CH:19]=[CH:18][CH:17]=[CH:16][CH:15]=1. The yield is 1.00. (4) The product is [CH3:1][C:2]1[CH:8]=[CH:7][C:5]([NH:6][C:23](=[O:24])[C:22]2[CH:26]=[CH:27][N:35]=[C:20]([C:19]([F:30])([F:29])[F:18])[CH:21]=2)=[CH:4][C:3]=1[B:9]1[O:10][C:11]([CH3:17])([CH3:16])[C:12]([CH3:15])([CH3:14])[O:13]1. The yield is 0.910. The reactants are [CH3:1][C:2]1[CH:8]=[CH:7][C:5]([NH2:6])=[CH:4][C:3]=1[B:9]1[O:13][C:12]([CH3:15])([CH3:14])[C:11]([CH3:17])([CH3:16])[O:10]1.[F:18][C:19]([F:30])([F:29])[C:20]1[CH:21]=[C:22]([CH:26]=[CH:27]C=1)[C:23](O)=[O:24].C1C=[N:35]C2N(O)N=NC=2C=1.C(Cl)CCl. The catalyst is CN(C=O)C.O. (5) The reactants are [CH3:1][C:2]1[CH:6]=[C:5]([N:7]2[CH2:11][CH2:10][NH:9][C:8]2=[O:12])[S:4][C:3]=1[C:13]([O:15][CH2:16][CH3:17])=[O:14].[H-].[Na+].[F:20][C:21]([F:31])([F:30])[C:22]1[CH:29]=[CH:28][C:25]([CH2:26]Br)=[CH:24][CH:23]=1. The catalyst is CN(C)C=O. The product is [CH3:1][C:2]1[CH:6]=[C:5]([N:7]2[CH2:11][CH2:10][N:9]([CH2:26][C:25]3[CH:24]=[CH:23][C:22]([C:21]([F:20])([F:30])[F:31])=[CH:29][CH:28]=3)[C:8]2=[O:12])[S:4][C:3]=1[C:13]([O:15][CH2:16][CH3:17])=[O:14]. The yield is 0.890. (6) The reactants are C([O:8][C:9]1[C:18](=[O:19])[N:17]2[C:12]([C:13]([CH3:21])([CH3:20])[O:14][CH2:15][CH2:16]2)=[N:11][C:10]=1[C:22]1[S:23][C:24]([CH2:27][C:28]2[CH:33]=[CH:32][C:31]([F:34])=[CH:30][CH:29]=2)=[CH:25][N:26]=1)C1C=CC=CC=1. The catalyst is C(O)(C(F)(F)F)=O. The product is [F:34][C:31]1[CH:32]=[CH:33][C:28]([CH2:27][C:24]2[S:23][C:22]([C:10]3[N:11]=[C:12]4[N:17]([C:18](=[O:19])[C:9]=3[OH:8])[CH2:16][CH2:15][O:14][C:13]4([CH3:21])[CH3:20])=[N:26][CH:25]=2)=[CH:29][CH:30]=1. The yield is 0.800. (7) The reactants are Cl[C:2]1[CH:7]=[C:6]([CH2:8][N:9]2[C:13]([CH3:14])=[N:12][C:11]([C:15]3[O:19][N:18]=[C:17]([C:20]4[CH:25]=[CH:24][C:23]([O:26][C:27]([F:30])([F:29])[F:28])=[CH:22][CH:21]=4)[N:16]=3)=[N:10]2)[CH:5]=[CH:4][N:3]=1.[NH:31]1[CH2:36][CH2:35][O:34][CH2:33][CH2:32]1. The catalyst is CS(C)=O. The product is [CH3:14][C:13]1[N:9]([CH2:8][C:6]2[CH:5]=[CH:4][N:3]=[C:2]([N:31]3[CH2:36][CH2:35][O:34][CH2:33][CH2:32]3)[CH:7]=2)[N:10]=[C:11]([C:15]2[O:19][N:18]=[C:17]([C:20]3[CH:25]=[CH:24][C:23]([O:26][C:27]([F:30])([F:29])[F:28])=[CH:22][CH:21]=3)[N:16]=2)[N:12]=1. The yield is 0.630. (8) The reactants are [CH:1]([O:4][C:5]1[CH:9]=[C:8]([CH2:10][CH2:11][C:12]([O:14][CH2:15][CH3:16])=[O:13])[NH:7][N:6]=1)([CH3:3])[CH3:2].[H-].[Na+].[Cl:19][C:20]1[CH:25]=[CH:24][C:23]([CH2:26]Cl)=[C:22]([O:28][CH2:29][CH3:30])[CH:21]=1.Cl. The catalyst is CN(C)C=O. The product is [Cl:19][C:20]1[CH:25]=[CH:24][C:23]([CH2:26][N:7]2[C:8]([CH2:10][CH2:11][C:12]([O:14][CH2:15][CH3:16])=[O:13])=[CH:9][C:5]([O:4][CH:1]([CH3:3])[CH3:2])=[N:6]2)=[C:22]([O:28][CH2:29][CH3:30])[CH:21]=1. The yield is 0.470. (9) The reactants are [CH3:1][NH:2][CH3:3].[CH3:4][C:5]1[CH:12]=[CH:11][CH:10]=[CH:9][C:6]=1[CH:7]=O.C([Cl:16])(=O)C. No catalyst specified. The product is [Cl-:16].[CH3:1][N+:2]([CH3:3])=[CH:7][C:6]1[CH:9]=[CH:10][CH:11]=[CH:12][C:5]=1[CH3:4]. The yield is 0.730. (10) The reactants are [CH3:1][C:2]1[CH:36]=[CH:35][C:5]([CH2:6][N:7]2[C:12](=[N:13][C:14]3[CH:19]=[CH:18][C:17]([O:20][CH:21]([CH3:23])[CH3:22])=[C:16]([CH:24]=[CH2:25])[CH:15]=3)[NH:11][C:10](=[O:26])[N:9]([CH2:27][C@@H:28]([C:30]([O:32]C)=[O:31])[CH3:29])[C:8]2=[O:34])=[CH:4][CH:3]=1.CO.[OH-].[Li+].C(O)(=O)CC(CC(O)=O)(C(O)=O)O. The catalyst is C1COCC1. The product is [CH3:1][C:2]1[CH:3]=[CH:4][C:5]([CH2:6][N:7]2[C:12](=[N:13][C:14]3[CH:19]=[CH:18][C:17]([O:20][CH:21]([CH3:22])[CH3:23])=[C:16]([CH:24]=[CH2:25])[CH:15]=3)[NH:11][C:10](=[O:26])[N:9]([CH2:27][C@@H:28]([C:30]([OH:32])=[O:31])[CH3:29])[C:8]2=[O:34])=[CH:35][CH:36]=1. The yield is 0.710.